From a dataset of NCI-60 drug combinations with 297,098 pairs across 59 cell lines. Regression. Given two drug SMILES strings and cell line genomic features, predict the synergy score measuring deviation from expected non-interaction effect. (1) Drug 1: CCCS(=O)(=O)NC1=C(C(=C(C=C1)F)C(=O)C2=CNC3=C2C=C(C=N3)C4=CC=C(C=C4)Cl)F. Drug 2: CCN(CC)CCCC(C)NC1=C2C=C(C=CC2=NC3=C1C=CC(=C3)Cl)OC. Cell line: M14. Synergy scores: CSS=51.2, Synergy_ZIP=-0.0148, Synergy_Bliss=2.44, Synergy_Loewe=-3.48, Synergy_HSA=3.74. (2) Drug 1: CC1=C(C=C(C=C1)NC2=NC=CC(=N2)N(C)C3=CC4=NN(C(=C4C=C3)C)C)S(=O)(=O)N.Cl. Drug 2: CC1CCC2CC(C(=CC=CC=CC(CC(C(=O)C(C(C(=CC(C(=O)CC(OC(=O)C3CCCCN3C(=O)C(=O)C1(O2)O)C(C)CC4CCC(C(C4)OC)OCCO)C)C)O)OC)C)C)C)OC. Cell line: DU-145. Synergy scores: CSS=15.4, Synergy_ZIP=2.06, Synergy_Bliss=1.27, Synergy_Loewe=-13.2, Synergy_HSA=-0.413. (3) Drug 2: C1CC(C1)(C(=O)O)C(=O)O.[NH2-].[NH2-].[Pt+2]. Synergy scores: CSS=55.3, Synergy_ZIP=-13.7, Synergy_Bliss=-4.16, Synergy_Loewe=-8.08, Synergy_HSA=-0.496. Cell line: SF-539. Drug 1: C1=C(C(=O)NC(=O)N1)N(CCCl)CCCl. (4) Drug 1: C1=CN(C(=O)N=C1N)C2C(C(C(O2)CO)O)O.Cl. Drug 2: C1CN(CCN1C(=O)CCBr)C(=O)CCBr. Cell line: MCF7. Synergy scores: CSS=20.2, Synergy_ZIP=-6.79, Synergy_Bliss=-2.67, Synergy_Loewe=1.20, Synergy_HSA=0.359.